The task is: Predict the product of the given reaction.. This data is from Forward reaction prediction with 1.9M reactions from USPTO patents (1976-2016). (1) Given the reactants C([Li])CCC.C(NC(C)C)(C)C.[CH2:13]([N:20]1[CH:25]2[CH2:26][CH2:27][CH:21]1[CH2:22][C:23](=[O:28])[CH2:24]2)[C:14]1[CH:19]=[CH:18][CH:17]=[CH:16][CH:15]=1.[Br:29][C:30]1[CH:31]=[N:32][CH:33]=[N:34][CH:35]=1, predict the reaction product. The product is: [CH2:13]([N:20]1[CH:21]2[CH2:27][CH2:26][CH:25]1[CH2:24][C:23]([C:31]1[C:30]([Br:29])=[CH:35][N:34]=[CH:33][N:32]=1)([OH:28])[CH2:22]2)[C:14]1[CH:15]=[CH:16][CH:17]=[CH:18][CH:19]=1. (2) Given the reactants [Cl:1][C:2]1[C:12]2[O:11][CH2:10][CH2:9][C@H:8]3[CH2:13][NH:14][CH2:15][CH2:16][N:7]3[C:6]=2[CH:5]=[CH:4][CH:3]=1.C(N(CC)CC)C.[C:24](O[C:24]([O:26][C:27]([CH3:30])([CH3:29])[CH3:28])=[O:25])([O:26][C:27]([CH3:30])([CH3:29])[CH3:28])=[O:25], predict the reaction product. The product is: [Cl:1][C:2]1[C:12]2[O:11][CH2:10][CH2:9][C@H:8]3[CH2:13][N:14]([C:24]([O:26][C:27]([CH3:30])([CH3:29])[CH3:28])=[O:25])[CH2:15][CH2:16][N:7]3[C:6]=2[CH:5]=[CH:4][CH:3]=1. (3) Given the reactants [CH3:1][C:2]1[NH:3][CH:4]=[C:5]([C:7]#[C:8][C:9]2[CH:14]=[CH:13][CH:12]=[C:11]([C:15]([F:18])([F:17])[F:16])[CH:10]=2)[N:6]=1.[Cl:19][C:20]1[CH:25]=[CH:24][C:23](F)=[CH:22][N:21]=1, predict the reaction product. The product is: [Cl:19][C:20]1[CH:25]=[CH:24][C:23]([N:3]2[CH:4]=[C:5]([C:7]#[C:8][C:9]3[CH:14]=[CH:13][CH:12]=[C:11]([C:15]([F:18])([F:16])[F:17])[CH:10]=3)[N:6]=[C:2]2[CH3:1])=[CH:22][N:21]=1. (4) The product is: [C:46]([C:48]1[CH:56]=[CH:55][C:51]([C:52]([NH:1][CH2:2][CH:3]([CH3:24])[CH2:4][C:5]([NH:7][C:8]2[CH:9]=[C:10]3[C:15](=[CH:16][CH:17]=2)[N:14]([CH2:18][CH3:19])[C:13](=[O:20])[N:12]([CH2:21][CH3:22])[C:11]3=[O:23])=[O:6])=[O:53])=[CH:50][CH:49]=1)#[N:47]. Given the reactants [NH2:1][CH2:2][CH:3]([CH3:24])[CH2:4][C:5]([NH:7][C:8]1[CH:9]=[C:10]2[C:15](=[CH:16][CH:17]=1)[N:14]([CH2:18][CH3:19])[C:13](=[O:20])[N:12]([CH2:21][CH3:22])[C:11]2=[O:23])=[O:6].CCN=C=NCCCN(C)C.C1C=CC2N(O)N=NC=2C=1.[C:46]([C:48]1[CH:56]=[CH:55][C:51]([C:52](O)=[O:53])=[CH:50][CH:49]=1)#[N:47], predict the reaction product. (5) Given the reactants [Cl:1][C:2]1[CH:7]=[CH:6][CH:5]=[CH:4][C:3]=1I.[NH:9]1[C:17]2[C:12](=[CH:13][C:14]([CH2:18][N:19]3[CH2:24][CH2:23][CH:22]([C:25]4[CH:26]=[C:27]([NH:31][C:32](=[O:36])[CH:33]([CH3:35])[CH3:34])[CH:28]=[CH:29][CH:30]=4)[CH2:21][CH2:20]3)=[CH:15][CH:16]=2)[CH:11]=[CH:10]1, predict the reaction product. The product is: [Cl:1][C:2]1[CH:7]=[CH:6][CH:5]=[CH:4][C:3]=1[N:9]1[C:17]2[C:12](=[CH:13][C:14]([CH2:18][N:19]3[CH2:24][CH2:23][CH:22]([C:25]4[CH:26]=[C:27]([NH:31][C:32](=[O:36])[CH:33]([CH3:34])[CH3:35])[CH:28]=[CH:29][CH:30]=4)[CH2:21][CH2:20]3)=[CH:15][CH:16]=2)[CH:11]=[CH:10]1.